This data is from Forward reaction prediction with 1.9M reactions from USPTO patents (1976-2016). The task is: Predict the product of the given reaction. (1) Given the reactants C(O)C.[CH3:4][O:5][C:6]1[C:7]([CH3:36])=[C:8]([C:27]([O:34][CH3:35])=[C:28]([O:32][CH3:33])[C:29]=1[O:30][CH3:31])[CH2:9][C:10]1[CH:18]=[CH:17][C:13]([C:14]([OH:16])=[O:15])=[C:12]([O:19]CC2C=CC=CC=2)[CH:11]=1.[H][H], predict the reaction product. The product is: [CH3:4][O:5][C:6]1[C:7]([CH3:36])=[C:8]([C:27]([O:34][CH3:35])=[C:28]([O:32][CH3:33])[C:29]=1[O:30][CH3:31])[CH2:9][C:10]1[CH:18]=[CH:17][C:13]([C:14]([OH:16])=[O:15])=[C:12]([OH:19])[CH:11]=1. (2) Given the reactants [ClH:1].[CH2:2]([NH:9][S:10]([C:13]1[CH:14]=[CH:15][C:16]([CH3:60])=[C:17]([C:19]2[CH:24]=[CH:23][CH:22]=[C:21]([CH2:25][C@H:26]([NH:42][C:43]([C@H:45]3[CH2:50][CH2:49][C@H:48]([CH2:51][NH:52]C(=O)OC(C)(C)C)[CH2:47][CH2:46]3)=[O:44])[C:27](=[O:41])[NH:28][C:29]3[CH:34]=[CH:33][C:32]([C:35]4[NH:39][C:38](=[O:40])[NH:37][N:36]=4)=[CH:31][CH:30]=3)[CH:20]=2)[CH:18]=1)(=[O:12])=[O:11])[C:3]1[CH:8]=[CH:7][CH:6]=[CH:5][CH:4]=1.C(#N)C, predict the reaction product. The product is: [ClH:1].[NH2:52][CH2:51][C@H:48]1[CH2:47][CH2:46][C@H:45]([C:43]([NH:42][C@@H:26]([CH2:25][C:21]2[CH:20]=[C:19]([C:17]3[CH:18]=[C:13]([S:10](=[O:11])(=[O:12])[NH:9][CH2:2][C:3]4[CH:8]=[CH:7][CH:6]=[CH:5][CH:4]=4)[CH:14]=[CH:15][C:16]=3[CH3:60])[CH:24]=[CH:23][CH:22]=2)[C:27](=[O:41])[NH:28][C:29]2[CH:34]=[CH:33][C:32]([C:35]3[NH:39][C:38](=[O:40])[NH:37][N:36]=3)=[CH:31][CH:30]=2)=[O:44])[CH2:50][CH2:49]1. (3) Given the reactants [F:1][CH:2]([F:24])[C:3]1[N:8]2[N:9]=[CH:10][C:11]([C:12]#[CH:13])=[C:7]2[N:6]=[C:5]([C:14]2[CH:19]=[CH:18][C:17]([C:20]([F:23])([F:22])[F:21])=[CH:16][CH:15]=2)[CH:4]=1.[C:25]([O:29][C:30](=[O:47])[NH:31][CH2:32][CH2:33][NH:34][S:35]([C:38]1[CH:43]=[C:42](Br)[C:41]([F:45])=[CH:40][C:39]=1[F:46])(=[O:37])=[O:36])([CH3:28])([CH3:27])[CH3:26], predict the reaction product. The product is: [C:25]([O:29][C:30](=[O:47])[NH:31][CH2:32][CH2:33][NH:34][S:35]([C:38]1[CH:43]=[C:42]([C:13]#[C:12][C:11]2[CH:10]=[N:9][N:8]3[C:3]([CH:2]([F:1])[F:24])=[CH:4][C:5]([C:14]4[CH:19]=[CH:18][C:17]([C:20]([F:23])([F:22])[F:21])=[CH:16][CH:15]=4)=[N:6][C:7]=23)[C:41]([F:45])=[CH:40][C:39]=1[F:46])(=[O:36])=[O:37])([CH3:28])([CH3:26])[CH3:27]. (4) Given the reactants [CH:1]1([C:6]([C:8]2[C:13]([O:14][CH3:15])=[CH:12][CH:11]=[CH:10][C:9]=2OS(C(F)(F)F)(=O)=O)=[O:7])[CH2:5][CH:4]=[CH:3][CH2:2]1.C(N(CC)CC)C.C([O-])(=O)C.[K+].C1(P(C2C=CC=CC=2)CCCP(C2C=CC=CC=2)C2C=CC=CC=2)C=CC=CC=1, predict the reaction product. The product is: [CH3:15][O:14][C:13]1[C:8]2[C:6](=[O:7])[CH:1]3[CH2:5][CH:4]([CH:3]=[CH:2]3)[C:9]=2[CH:10]=[CH:11][CH:12]=1.